Regression. Given a peptide amino acid sequence and an MHC pseudo amino acid sequence, predict their binding affinity value. This is MHC class II binding data. From a dataset of Peptide-MHC class II binding affinity with 134,281 pairs from IEDB. (1) The peptide sequence is AFEGVFGHLAATAVP. The MHC is HLA-DQA10301-DQB10302 with pseudo-sequence HLA-DQA10301-DQB10302. The binding affinity (normalized) is 0.253. (2) The peptide sequence is LWEVKSAKPLTGPMN. The MHC is DRB1_0802 with pseudo-sequence DRB1_0802. The binding affinity (normalized) is 0.626. (3) The peptide sequence is EAKYFAATQFEPLAA. The MHC is HLA-DPA10103-DPB10401 with pseudo-sequence HLA-DPA10103-DPB10401. The binding affinity (normalized) is 0.935. (4) The peptide sequence is YDKFLANVSTILTGK. The MHC is DRB1_0404 with pseudo-sequence DRB1_0404. The binding affinity (normalized) is 0.758. (5) The peptide sequence is YVDLDKKETVWH. The MHC is DRB1_0301 with pseudo-sequence DRB1_0301. The binding affinity (normalized) is 0.167. (6) The peptide sequence is IHRIRTLIGQEKYTD. The MHC is HLA-DQA10103-DQB10603 with pseudo-sequence HLA-DQA10103-DQB10603. The binding affinity (normalized) is 0.229. (7) The peptide sequence is GELQIVDKINAAFKI. The MHC is DRB3_0101 with pseudo-sequence DRB3_0101. The binding affinity (normalized) is 0.687. (8) The peptide sequence is SLTKCMSAALKNLCF. The MHC is DRB1_0101 with pseudo-sequence DRB1_0101. The binding affinity (normalized) is 0.417.